From a dataset of Reaction yield outcomes from USPTO patents with 853,638 reactions. Predict the reaction yield, written as a fraction of the theoretical maximum amount of product (1.0 means a 100% yield; for example, 0.34 means a 34% yield). (1) The reactants are C1(P(C2CCCCC2)C2C=CC=CC=2C2C(OC)=CC=CC=2OC)CCCCC1.Cl[C:31]1[CH:32]=[N:33][C:34]2[C:35](=[O:44])[NH:36][CH:37]([O:42][CH3:43])[CH:38]([F:41])[C:39]=2[CH:40]=1.[CH3:45][N:46](C=O)C. The catalyst is [C-]#N.[Zn+2].[C-]#N. The product is [F:41][CH:38]1[CH:37]([O:42][CH3:43])[NH:36][C:35](=[O:44])[C:34]2[N:33]=[CH:32][C:31]([C:45]#[N:46])=[CH:40][C:39]1=2. The yield is 0.728. (2) No catalyst specified. The yield is 0.990. The reactants are Cl[O-].[Na+].[CH2:4]1[C:12]2[C:7](=[CH:8][CH:9]=[C:10]([C:13](=[O:15])C)[CH:11]=2)[CH2:6][CH2:5]1.C([O-])(O)=[O:17].[Na+]. The product is [CH2:6]1[C:7]2[C:12](=[CH:11][C:10]([C:13]([OH:15])=[O:17])=[CH:9][CH:8]=2)[CH2:4][CH2:5]1. (3) The reactants are [CH3:1][O:2][C:3]1[CH:20]=[CH:19][C:6]([C:7]([C:9]2[CH:10]=[C:11]([S:15](Cl)(=[O:17])=[O:16])[CH:12]=[CH:13][CH:14]=2)=[O:8])=[CH:5][CH:4]=1.[NH3:21]. The catalyst is ClCCl.CO. The product is [CH3:1][O:2][C:3]1[CH:20]=[CH:19][C:6]([C:7]([C:9]2[CH:10]=[C:11]([S:15]([NH2:21])(=[O:17])=[O:16])[CH:12]=[CH:13][CH:14]=2)=[O:8])=[CH:5][CH:4]=1. The yield is 0.500. (4) The reactants are O1CCCOB1[C:7]1[CH:14]=[CH:13][CH:12]=[CH:11][C:8]=1[C:9]#[N:10].Br[C:16]1[CH:22]=[C:21]([CH2:23][CH2:24][CH2:25][CH2:26][CH2:27][CH3:28])[CH:20]=[CH:19][C:17]=1[NH2:18].C(=O)([O-])[O-].[K+].[K+].CCO. The catalyst is C1(C)C=CC=CC=1.[Pd].C1(P(C2C=CC=CC=2)C2C=CC=CC=2)C=CC=CC=1.C1(P(C2C=CC=CC=2)C2C=CC=CC=2)C=CC=CC=1.C1(P(C2C=CC=CC=2)C2C=CC=CC=2)C=CC=CC=1.C1(P(C2C=CC=CC=2)C2C=CC=CC=2)C=CC=CC=1. The product is [CH2:23]([C:21]1[CH:22]=[CH:16][C:17]2[C:19](=[C:7]3[C:8](=[C:9]([NH2:10])[N:18]=2)[CH:11]=[CH:12][CH:13]=[CH:14]3)[CH:20]=1)[CH2:24][CH2:25][CH2:26][CH2:27][CH3:28]. The yield is 0.398. (5) The reactants are [CH2:1]([N:3]([CH2:36][CH3:37])[CH2:4][CH2:5][CH2:6][NH:7][C:8]1[N:9]=[C:10]([C:27]2[CH:28]=[C:29]([CH:33]=[CH:34][CH:35]=2)[C:30](O)=[O:31])[C:11]2[CH:17]=[CH:16][C:15](=[O:18])[N:14]([C:19]3[C:24]([F:25])=[CH:23][CH:22]=[CH:21][C:20]=3[F:26])[C:12]=2[N:13]=1)[CH3:2].CN(C(O[N:46]1N=N[C:48]2C=CC=[CH:52][C:47]1=2)=[N+](C)C)C.F[P-](F)(F)(F)(F)F.C(N(CC)CC)C.C(N)(C)C. The product is [CH2:1]([N:3]([CH2:36][CH3:37])[CH2:4][CH2:5][CH2:6][NH:7][C:8]1[N:9]=[C:10]([C:27]2[CH:28]=[C:29]([CH:33]=[CH:34][CH:35]=2)[C:30]([NH:46][CH:47]([CH3:52])[CH3:48])=[O:31])[C:11]2[CH:17]=[CH:16][C:15](=[O:18])[N:14]([C:19]3[C:24]([F:25])=[CH:23][CH:22]=[CH:21][C:20]=3[F:26])[C:12]=2[N:13]=1)[CH3:2]. The yield is 0.620. The catalyst is CN(C=O)C.